Dataset: Merck oncology drug combination screen with 23,052 pairs across 39 cell lines. Task: Regression. Given two drug SMILES strings and cell line genomic features, predict the synergy score measuring deviation from expected non-interaction effect. Drug 1: O=C(O)C1(Cc2cccc(Nc3nccs3)n2)CCC(Oc2cccc(Cl)c2F)CC1. Drug 2: NC(=O)c1cccc2cn(-c3ccc(C4CCCNC4)cc3)nc12. Cell line: KPL1. Synergy scores: synergy=-0.0892.